From a dataset of Catalyst prediction with 721,799 reactions and 888 catalyst types from USPTO. Predict which catalyst facilitates the given reaction. (1) Reactant: C(OC(=O)[NH:7][C:8]1([C:12]2[CH:17]=[CH:16][C:15]([C:18]3[C:19]([C:35]4[CH:40]=[CH:39][CH:38]=[CH:37][CH:36]=4)=[CH:20][C:21]4[N:22]([C:24]([C:28]5[CH:33]=[CH:32][C:31]([F:34])=[CH:30][CH:29]=5)=[C:25]([Cl:27])[N:26]=4)[N:23]=3)=[CH:14][CH:13]=2)[CH2:11][CH2:10][CH2:9]1)(C)(C)C. Product: [Cl:27][C:25]1[N:26]=[C:21]2[CH:20]=[C:19]([C:35]3[CH:40]=[CH:39][CH:38]=[CH:37][CH:36]=3)[C:18]([C:15]3[CH:14]=[CH:13][C:12]([C:8]4([NH2:7])[CH2:11][CH2:10][CH2:9]4)=[CH:17][CH:16]=3)=[N:23][N:22]2[C:24]=1[C:28]1[CH:29]=[CH:30][C:31]([F:34])=[CH:32][CH:33]=1. The catalyst class is: 89. (2) Product: [NH2:1][C:2]1[CH:3]=[C:4]([O:15][CH2:12][CH2:8][C:6]2[CH:5]=[CH:4][CH:3]=[CH:2][N:7]=2)[C:5]([C:13]#[N:14])=[C:6]([C:8]2[O:9][CH:10]=[CH:11][CH:12]=2)[N:7]=1. The catalyst class is: 57. Reactant: [NH2:1][C:2]1[N:7]=[C:6]([C:8]2[O:9][CH:10]=[CH:11][CH:12]=2)[C:5]([C:13]#[N:14])=[C:4]([O:15]S(C(F)(F)F)(=O)=O)[CH:3]=1. (3) The catalyst class is: 20. Product: [OH:3][C@H:4]([C:23]1[CH:27]=[C:26]([O:28][CH2:29][C:30]2[CH:35]=[CH:34][C:33]([O:36][CH3:37])=[CH:32][CH:31]=2)[N:25]([C:38]2[CH:43]=[CH:42][CH:41]=[CH:40][CH:39]=2)[N:24]=1)[C@H:5]([CH:21]=[CH2:22])[C:6]([NH:8][C@@H:9]([CH2:14][C:15]1[CH:16]=[CH:17][CH:18]=[CH:19][CH:20]=1)[C:10]([OH:12])=[O:11])=[O:7]. Reactant: [Li+].[OH-].[OH:3][C@H:4]([C:23]1[CH:27]=[C:26]([O:28][CH2:29][C:30]2[CH:35]=[CH:34][C:33]([O:36][CH3:37])=[CH:32][CH:31]=2)[N:25]([C:38]2[CH:43]=[CH:42][CH:41]=[CH:40][CH:39]=2)[N:24]=1)[C@H:5]([CH:21]=[CH2:22])[C:6]([NH:8][C@@H:9]([CH2:14][C:15]1[CH:20]=[CH:19][CH:18]=[CH:17][CH:16]=1)[C:10]([O:12]C)=[O:11])=[O:7].